This data is from Reaction yield outcomes from USPTO patents with 853,638 reactions. The task is: Predict the reaction yield, written as a fraction of the theoretical maximum amount of product (1.0 means a 100% yield; for example, 0.34 means a 34% yield). (1) The product is [N+:20]([C:16]1[CH:15]=[C:14]2[C:19]([C:11]([CH2:10][C:1]#[N:2])=[CH:12][NH:13]2)=[CH:18][CH:17]=1)([O-:22])=[O:21]. The catalyst is O.C1COCC1. The reactants are [CH3:1][N:2](C=O)C.CI.CN(C)[CH2:10][C:11]1[C:19]2[C:14](=[CH:15][C:16]([N+:20]([O-:22])=[O:21])=[CH:17][CH:18]=2)[NH:13][CH:12]=1.[C-]#N.[K+]. The yield is 0.360. (2) The reactants are [OH:1][C:2]1[CH:3]=[C:4]([CH:7]=[C:8]([OH:10])[CH:9]=1)[C:5]#[N:6].C([O-])([O-])=O.[K+].[K+].[CH2:17](Br)[C:18]1[CH:23]=[CH:22][CH:21]=[CH:20][CH:19]=1. The catalyst is CC#N. The product is [CH2:17]([O:1][C:2]1[CH:3]=[C:4]([CH:7]=[C:8]([OH:10])[CH:9]=1)[C:5]#[N:6])[C:18]1[CH:23]=[CH:22][CH:21]=[CH:20][CH:19]=1. The yield is 0.290. (3) The reactants are II.Br[CH2:4][CH2:5][CH:6]([CH3:8])[CH3:7].[CH3:9][C:10]1[CH:17]=[CH:16][C:13]([C:14]#[N:15])=[CH:12][CH:11]=1.[BH4-].[Na+]. The catalyst is C1COCC1.CO. The product is [CH3:7][CH:6]([CH3:8])[CH2:5][CH2:4][CH:14]([C:13]1[CH:16]=[CH:17][C:10]([CH3:9])=[CH:11][CH:12]=1)[NH2:15]. The yield is 0.0626. (4) The reactants are [CH:1]([C:4]1[CH:9]=[CH:8][C:7]([CH3:10])=[CH:6][C:5]=1[N:11]1[C:15](=[O:16])[CH2:14][S:13]/[C:12]/1=[N:17]\[C:18]([NH:20][CH2:21][CH2:22][C:23]1[CH:28]=[CH:27][C:26]([C:29]2[N:33]=[CH:32][N:31]([C:34]3[CH:39]=[CH:38][C:37]([O:40][C:41]([F:44])([F:43])[F:42])=[CH:36][CH:35]=3)[N:30]=2)=[CH:25][CH:24]=1)=[O:19])([CH3:3])[CH3:2].[Br:45]Br. The catalyst is ClCCl. The product is [Br:45][CH:14]1[S:13]/[C:12](=[N:17]\[C:18]([NH:20][CH2:21][CH2:22][C:23]2[CH:24]=[CH:25][C:26]([C:29]3[N:33]=[CH:32][N:31]([C:34]4[CH:35]=[CH:36][C:37]([O:40][C:41]([F:44])([F:43])[F:42])=[CH:38][CH:39]=4)[N:30]=3)=[CH:27][CH:28]=2)=[O:19])/[N:11]([C:5]2[CH:6]=[C:7]([CH3:10])[CH:8]=[CH:9][C:4]=2[CH:1]([CH3:3])[CH3:2])[C:15]1=[O:16]. The yield is 0.180. (5) The reactants are C(O[BH-](OC(=O)C)OC(=O)C)(=O)C.[Na+].[CH3:15][N:16]1[CH:20]=[C:19]([C:21]2[CH:22]=[C:23]([C:27]3[N:32]=[CH:31][C:30]([C:33]4[CH:34]=[N:35][N:36]([CH:38]5[CH2:43][CH2:42][NH:41][CH2:40][CH2:39]5)[CH:37]=4)=[CH:29][N:28]=3)[CH:24]=[CH:25][CH:26]=2)[CH:18]=[N:17]1.CCN(C(C)C)C(C)C.[O:53]1[CH2:56][C:55](=O)[CH2:54]1. The catalyst is ClCCCl. The product is [CH3:15][N:16]1[CH:20]=[C:19]([C:21]2[CH:22]=[C:23]([C:27]3[N:28]=[CH:29][C:30]([C:33]4[CH:34]=[N:35][N:36]([CH:38]5[CH2:43][CH2:42][N:41]([CH:55]6[CH2:56][O:53][CH2:54]6)[CH2:40][CH2:39]5)[CH:37]=4)=[CH:31][N:32]=3)[CH:24]=[CH:25][CH:26]=2)[CH:18]=[N:17]1. The yield is 0.730. (6) The reactants are [CH2:1]([O:3][CH:4]1[CH2:7][CH:6]([NH2:8])[C:5]1([CH3:10])[CH3:9])[CH3:2].Cl[C:12]1[C:17]([C:18]#[N:19])=[CH:16][N:15]=[C:14]([S:20][CH3:21])[N:13]=1.C(=O)([O-])[O-].[K+].[K+].C(OCC)(=O)C. The catalyst is C(O)(C)(C)C.ClCCCl. The product is [CH2:1]([O:3][CH:4]1[CH2:7][CH:6]([NH:8][C:12]2[C:17]([C:18]#[N:19])=[CH:16][N:15]=[C:14]([S:20][CH3:21])[N:13]=2)[C:5]1([CH3:10])[CH3:9])[CH3:2]. The yield is 1.00. (7) The reactants are [H-].[Na+].[C:3]([CH2:5]P(=O)(OCC)OCC)#[N:4].[Br:14][C:15]1[CH:23]=[C:22]([N+:24]([O-:26])=[O:25])[C:21]([O:27][CH3:28])=[C:20]2[C:16]=1[CH2:17][CH2:18][C:19]2=O.[Cl-].[NH4+]. The catalyst is O1CCCC1. The product is [Br:14][C:15]1[CH:23]=[C:22]([N+:24]([O-:26])=[O:25])[C:21]([O:27][CH3:28])=[C:20]2[C:16]=1[CH2:17][CH2:18][C:19]2=[CH:5][C:3]#[N:4]. The yield is 0.770. (8) The reactants are Br[C:2]1[CH:7]=[CH:6][CH:5]=[C:4]([C:8]#[C:9][C:10]2[CH:15]=[CH:14][CH:13]=[CH:12][CH:11]=2)[CH:3]=1.[N:16]1[CH:21]=[CH:20][CH:19]=[C:18](B(O)O)[CH:17]=1.C(=O)([O-])[O-].[K+].[K+]. The catalyst is CN(C)C=O.C1C=CC([P]([Pd]([P](C2C=CC=CC=2)(C2C=CC=CC=2)C2C=CC=CC=2)([P](C2C=CC=CC=2)(C2C=CC=CC=2)C2C=CC=CC=2)[P](C2C=CC=CC=2)(C2C=CC=CC=2)C2C=CC=CC=2)(C2C=CC=CC=2)C2C=CC=CC=2)=CC=1. The product is [C:10]1([C:9]#[C:8][C:4]2[CH:3]=[C:2]([C:18]3[CH:17]=[N:16][CH:21]=[CH:20][CH:19]=3)[CH:7]=[CH:6][CH:5]=2)[CH:11]=[CH:12][CH:13]=[CH:14][CH:15]=1. The yield is 0.430.